Dataset: Full USPTO retrosynthesis dataset with 1.9M reactions from patents (1976-2016). Task: Predict the reactants needed to synthesize the given product. (1) Given the product [CH3:1][O:2][C:3](=[O:21])[C:4]1[CH:9]=[CH:8][C:7]([CH2:10][NH:11][CH:12]2[CH2:17][CH2:16][CH:15]([CH:18]3[CH2:20][CH2:19]3)[CH2:14][CH2:13]2)=[CH:6][CH:5]=1, predict the reactants needed to synthesize it. The reactants are: [CH3:1][O:2][C:3](=[O:21])[C:4]1[CH:9]=[CH:8][C:7]([CH2:10][NH:11][CH:12]2[CH2:17][CH2:16][C:15](=[C:18]3[CH2:20][CH2:19]3)[CH2:14][CH2:13]2)=[CH:6][CH:5]=1.C1(C)C=CC(S(NN)(=O)=O)=CC=1. (2) Given the product [CH3:23][CH:19]1[CH2:20][CH2:21][CH2:22][N:18]1[C:14]1[N:13]=[C:12]([NH:11][C:4]2[C:5]3[N:6]([CH:8]=[CH:9][N:10]=3)[N:7]=[C:2]([C:30]3[CH:31]=[C:26]([CH:27]=[CH:28][CH:29]=3)[C:24]#[N:25])[CH:3]=2)[CH:17]=[CH:16][CH:15]=1, predict the reactants needed to synthesize it. The reactants are: Cl[C:2]1[CH:3]=[C:4]([NH:11][C:12]2[CH:17]=[CH:16][CH:15]=[C:14]([N:18]3[CH2:22][CH2:21][CH2:20][CH:19]3[CH3:23])[N:13]=2)[C:5]2[N:6]([CH:8]=[CH:9][N:10]=2)[N:7]=1.[C:24]([C:26]1[CH:27]=[C:28](B(O)O)[CH:29]=[CH:30][CH:31]=1)#[N:25].CC(C1C=C(C(C)C)C(C2C=CC=CC=2P(C2CCCCC2)C2CCCCC2)=C(C(C)C)C=1)C.C([O-])([O-])=O.[Na+].[Na+]. (3) The reactants are: [NH2:1][C:2]1[C:7]([NH2:8])=[C:6]([CH3:9])[CH:5]=[CH:4][C:3]=1[CH3:10].[CH:11](O)=O.Cl.[OH-].[NH4+]. Given the product [CH3:9][C:6]1[C:7]2[NH:8][CH:11]=[N:1][C:2]=2[C:3]([CH3:10])=[CH:4][CH:5]=1, predict the reactants needed to synthesize it. (4) Given the product [Cl:8][C:9]1[CH:14]=[CH:13][N:12]=[C:11]([NH:15][C:18](=[O:19])[C:17]([CH3:22])([CH3:21])[CH3:16])[CH:10]=1, predict the reactants needed to synthesize it. The reactants are: C(N(CC)CC)C.[Cl:8][C:9]1[CH:14]=[CH:13][N:12]=[C:11]([NH2:15])[CH:10]=1.[CH3:16][C:17]([CH3:22])([CH3:21])[C:18](Cl)=[O:19]. (5) Given the product [Cl:11][C:6]1[CH:7]=[CH:8][CH:9]=[CH:10][C:5]=1[C:3](=[O:4])[CH2:2][S:12][C:13]#[N:14], predict the reactants needed to synthesize it. The reactants are: Br[CH2:2][C:3]([C:5]1[CH:10]=[CH:9][CH:8]=[CH:7][C:6]=1[Cl:11])=[O:4].[S-:12][C:13]#[N:14].[K+].O. (6) Given the product [C:8]([C:10](=[CH:6][C:2]1[S:1][CH:5]=[CH:4][CH:3]=1)[C:11]([NH2:13])=[S:12])#[N:9], predict the reactants needed to synthesize it. The reactants are: [S:1]1[CH:5]=[CH:4][CH:3]=[C:2]1[CH:6]=O.[C:8]([CH2:10][C:11]([NH2:13])=[S:12])#[N:9].CN1CCOCC1. (7) Given the product [Cl:21][C:22]1[CH:39]=[CH:38][C:25]([CH2:26][N:27]2[C:28]([CH3:37])=[N:29][N:30]=[C:31]2[C@H:32]2[CH2:36][CH2:35][CH2:34][N:33]2[C:3]2[C:4](=[O:9])[C:5](=[O:8])[C:6]=2[NH:16][C:15]2[CH:17]=[CH:18][C:12]([Cl:11])=[CH:13][C:14]=2[F:19])=[CH:24][CH:23]=1, predict the reactants needed to synthesize it. The reactants are: CO[C:3]1[C:6](=O)[C:5](=[O:8])[C:4]=1[O:9]C.[Cl:11][C:12]1[CH:18]=[CH:17][C:15]([NH2:16])=[C:14]([F:19])[CH:13]=1.Cl.[Cl:21][C:22]1[CH:39]=[CH:38][C:25]([CH2:26][N:27]2[C:31]([C@H:32]3[CH2:36][CH2:35][CH2:34][NH:33]3)=[N:30][N:29]=[C:28]2[CH3:37])=[CH:24][CH:23]=1. (8) Given the product [NH2:7][C:3]1[CH:4]=[CH:5][CH:6]=[CH:1][CH:2]=1.[CH2:70]=[O:73], predict the reactants needed to synthesize it. The reactants are: [C:1]1(N)[CH:6]=[CH:5][CH:4]=[C:3]([NH2:7])[CH:2]=1.C1(N)C=CC(N)=CC=1.C1(CN)C=CC=C(CN)C=1.C1(CN)C=CC(CN)=CC=1.NC1(N)C=CC(C2C=CC=CC=2)=CC1.NC1C=CC(CC2C=CC(N)=CC=2)=CC=1.NC1C=C[C:70]([O:73]C2C=CC(N)=CC=2)=CC=1.NC1C=CC(S(C2C=CC(N)=CC=2)(=O)=O)=CC=1.NC1C=CC(C(C2C=CC(N)=CC=2)(C)C)=CC=1.